Dataset: Full USPTO retrosynthesis dataset with 1.9M reactions from patents (1976-2016). Task: Predict the reactants needed to synthesize the given product. (1) Given the product [CH2:15]([N:14]1[C:10]2[C:9]3[CH:8]=[C:7]([CH2:19][NH:27][CH2:26][C:25]4[CH:28]=[CH:29][CH:30]=[C:23]([O:22][CH3:21])[CH:24]=4)[CH:6]=[CH:5][C:4]=3[N:3]=[C:2]([NH2:1])[C:11]=2[N:12]=[CH:13]1)[CH:16]([CH3:18])[CH3:17], predict the reactants needed to synthesize it. The reactants are: [NH2:1][C:2]1[C:11]2[N:12]=[CH:13][N:14]([CH2:15][CH:16]([CH3:18])[CH3:17])[C:10]=2[C:9]2[CH:8]=[C:7]([CH:19]=O)[CH:6]=[CH:5][C:4]=2[N:3]=1.[CH3:21][O:22][C:23]1[CH:24]=[C:25]([CH:28]=[CH:29][CH:30]=1)[CH2:26][NH2:27]. (2) Given the product [CH2:58]([O:60][C:61](=[O:74])[C:62]1[CH:67]=[CH:66][CH:65]=[C:64]([CH:68]2[CH2:69][CH2:70][N:71]([C:8](=[O:10])[CH2:7][N:6]3[C:2]([CH3:1])=[CH:3][C:4]([C:11]([F:14])([F:13])[F:12])=[N:5]3)[CH2:72][CH2:73]2)[CH:63]=1)[CH3:59], predict the reactants needed to synthesize it. The reactants are: [CH3:1][C:2]1[N:6]([CH2:7][C:8]([OH:10])=O)[N:5]=[C:4]([C:11]([F:14])([F:13])[F:12])[CH:3]=1.C(N(C(C)C)CC)(C)C.C[NH3+].F[P-](F)(F)(F)(F)F.N1(OC(N(C)C)=[N+](C)C)C2N=CC=CC=2N=N1.F[P-](F)(F)(F)(F)F.Cl.[CH2:58]([O:60][C:61](=[O:74])[C:62]1[CH:67]=[CH:66][CH:65]=[C:64]([CH:68]2[CH2:73][CH2:72][NH:71][CH2:70][CH2:69]2)[CH:63]=1)[CH3:59]. (3) Given the product [NH2:7][CH2:8][CH2:9][O:10][C:11]1[CH:16]=[CH:15][C:14]([C:17]2[CH:18]=[CH:19][C:20]3[N:21]([C:23]([C:27]4[CH:32]=[C:31]([C:33]([F:35])([F:36])[F:34])[C:30]([NH2:37])=[N:29][CH:28]=4)=[C:24]([CH3:26])[N:25]=3)[N:22]=2)=[CH:13][C:12]=1[O:38][CH3:39], predict the reactants needed to synthesize it. The reactants are: C(OC(=O)[NH:7][CH2:8][CH2:9][O:10][C:11]1[CH:16]=[CH:15][C:14]([C:17]2[CH:18]=[CH:19][C:20]3[N:21]([C:23]([C:27]4[CH:28]=[N:29][C:30]([NH2:37])=[C:31]([C:33]([F:36])([F:35])[F:34])[CH:32]=4)=[C:24]([CH3:26])[N:25]=3)[N:22]=2)=[CH:13][C:12]=1[O:38][CH3:39])(C)(C)C.FC(F)(F)C(O)=O.O.N.